Dataset: NCI-60 drug combinations with 297,098 pairs across 59 cell lines. Task: Regression. Given two drug SMILES strings and cell line genomic features, predict the synergy score measuring deviation from expected non-interaction effect. (1) Drug 1: C1C(C(OC1N2C=NC3=C(N=C(N=C32)Cl)N)CO)O. Drug 2: CC1=C(C=C(C=C1)NC(=O)C2=CC=C(C=C2)CN3CCN(CC3)C)NC4=NC=CC(=N4)C5=CN=CC=C5. Cell line: SNB-75. Synergy scores: CSS=5.49, Synergy_ZIP=-2.97, Synergy_Bliss=-2.74, Synergy_Loewe=1.95, Synergy_HSA=-0.613. (2) Drug 1: C1CC(=O)NC(=O)C1N2CC3=C(C2=O)C=CC=C3N. Drug 2: CN1C(=O)N2C=NC(=C2N=N1)C(=O)N. Cell line: TK-10. Synergy scores: CSS=-0.935, Synergy_ZIP=1.70, Synergy_Bliss=3.45, Synergy_Loewe=-0.592, Synergy_HSA=0.0209. (3) Drug 1: CC(C1=C(C=CC(=C1Cl)F)Cl)OC2=C(N=CC(=C2)C3=CN(N=C3)C4CCNCC4)N. Drug 2: CC1C(C(CC(O1)OC2CC(CC3=C2C(=C4C(=C3O)C(=O)C5=CC=CC=C5C4=O)O)(C(=O)C)O)N)O. Cell line: PC-3. Synergy scores: CSS=47.4, Synergy_ZIP=-2.15, Synergy_Bliss=-0.561, Synergy_Loewe=-17.2, Synergy_HSA=1.16. (4) Synergy scores: CSS=34.9, Synergy_ZIP=-14.1, Synergy_Bliss=-10.5, Synergy_Loewe=-9.75, Synergy_HSA=-9.45. Cell line: HCT116. Drug 1: C1=CC(=CC=C1CCCC(=O)O)N(CCCl)CCCl. Drug 2: CC(C1=C(C=CC(=C1Cl)F)Cl)OC2=C(N=CC(=C2)C3=CN(N=C3)C4CCNCC4)N. (5) Cell line: A498. Drug 1: CC12CCC3C(C1CCC2=O)CC(=C)C4=CC(=O)C=CC34C. Drug 2: N.N.Cl[Pt+2]Cl. Synergy scores: CSS=13.2, Synergy_ZIP=7.25, Synergy_Bliss=1.09, Synergy_Loewe=0.468, Synergy_HSA=0.132.